Dataset: Forward reaction prediction with 1.9M reactions from USPTO patents (1976-2016). Task: Predict the product of the given reaction. (1) Given the reactants [C:1]([C:5]1[N:6]=[C:7]([N:24]2[CH2:28][CH2:27][C:26]([F:30])([F:29])[CH2:25]2)[C:8]2[C:9](=[N:11][N:12]([CH2:14][C:15](C3C=CC=CC=3Cl)=[O:16])[N:13]=2)[N:10]=1)([CH3:4])([CH3:3])[CH3:2].C(C1N=C(N2CCC(F)(F)C2)C2N=NNC=2N=1)(C)(C)C.BrCC([C:55]1[CH:60]=[CH:59][C:58]([Cl:61])=[CH:57][CH:56]=1)=O, predict the reaction product. The product is: [C:1]([C:5]1[N:6]=[C:7]([N:24]2[CH2:28][CH2:27][C:26]([F:29])([F:30])[CH2:25]2)[C:8]2[C:9](=[N:11][N:12]([CH2:14][C:15]([C:55]3[CH:60]=[CH:59][C:58]([Cl:61])=[CH:57][CH:56]=3)=[O:16])[N:13]=2)[N:10]=1)([CH3:4])([CH3:3])[CH3:2]. (2) Given the reactants [F:1][C:2]([F:13])([F:12])[C:3]([NH:5][C@@H:6]([CH2:10][CH3:11])[C:7]([OH:9])=O)=[O:4].O.O[N:16]1[C:20]2C=[CH:22][CH:23]=[CH:24][C:19]=2N=N1.Cl.CN(C)CCCN=C=NCC.C(N(CC)CC)C.C(N)CCC#C, predict the reaction product. The product is: [CH2:20]([NH:16][C:7](=[O:9])[C@@H:6]([NH:5][C:3](=[O:4])[C:2]([F:1])([F:13])[F:12])[CH2:10][CH3:11])[CH2:19][CH2:24][C:23]#[CH:22]. (3) Given the reactants [C:1]([O:4][C:5]1[CH:13]=[CH:12][CH:11]=[C:10]([O:14][C:15](=[O:17])[CH3:16])[C:6]=1[C:7]([OH:9])=[O:8])(=[O:3])[CH3:2].[C:18]1(C)C=CC=CC=1.CO.[Si](C=[N+]=[N-])(C)(C)C.CCCCCC, predict the reaction product. The product is: [C:1]([O:4][C:5]1[CH:13]=[CH:12][CH:11]=[C:10]([O:14][C:15](=[O:17])[CH3:16])[C:6]=1[C:7]([O:9][CH3:18])=[O:8])(=[O:3])[CH3:2].